Dataset: Full USPTO retrosynthesis dataset with 1.9M reactions from patents (1976-2016). Task: Predict the reactants needed to synthesize the given product. Given the product [NH2:20][C@H:16]1[CH2:17][CH2:18][CH2:19][N:14]([C:13]2[C:12]([NH:28][C:29]([C:31]3[CH:36]=[CH:35][C:34]([F:37])=[C:33]([C:38]4[C:39]([F:48])=[CH:40][C:41]([S:45]([CH3:47])=[O:46])=[CH:42][C:43]=4[F:44])[N:32]=3)=[O:30])=[CH:11][N:10]=[C:9]3[CH:5]([OH:4])[CH2:6][CH2:7][C:8]=23)[CH2:15]1, predict the reactants needed to synthesize it. The reactants are: C([O:4][CH:5]1[C:9]2=[N:10][CH:11]=[C:12]([NH:28][C:29]([C:31]3[CH:36]=[CH:35][C:34]([F:37])=[C:33]([C:38]4[C:43]([F:44])=[CH:42][C:41]([S:45]([CH3:47])=[O:46])=[CH:40][C:39]=4[F:48])[N:32]=3)=[O:30])[C:13]([N:14]3[CH2:19][CH2:18][CH2:17][C@H:16]([NH:20]C(OC(C)(C)C)=O)[CH2:15]3)=[C:8]2[CH2:7][CH2:6]1)(=O)C.[OH-].[Na+].C(O)(C(F)(F)F)=O.